This data is from Forward reaction prediction with 1.9M reactions from USPTO patents (1976-2016). The task is: Predict the product of the given reaction. (1) Given the reactants [CH2:1]([O:8][C:9](=[O:27])[NH:10][C@H:11]([C:15](=[O:26])[NH:16][CH2:17][CH2:18][CH:19](OCC)[O:20]CC)[C@@H:12]([OH:14])[CH3:13])[C:2]1[CH:7]=[CH:6][CH:5]=[CH:4][CH:3]=1.Cl, predict the reaction product. The product is: [CH2:1]([O:8][C:9](=[O:27])[NH:10][C@H:11]([C:15](=[O:26])[NH:16][CH2:17][CH2:18][CH:19]=[O:20])[C@@H:12]([OH:14])[CH3:13])[C:2]1[CH:7]=[CH:6][CH:5]=[CH:4][CH:3]=1. (2) Given the reactants O=[C:2]1[C:10]2[C:5](=[CH:6][C:7]([C:11]([NH:13][C:14]3[CH:19]=[CH:18][CH:17]=[CH:16][C:15]=3[NH:20][C:21](=[O:27])[O:22][C:23]([CH3:26])([CH3:25])[CH3:24])=[O:12])=[CH:8][CH:9]=2)[CH2:4][CH2:3]1.Cl.[NH2:29][OH:30].CCO.CC([O-])=O.[Na+], predict the reaction product. The product is: [C:23]([O:22][C:21](=[O:27])[NH:20][C:15]1[CH:16]=[CH:17][CH:18]=[CH:19][C:14]=1[NH:13][C:11]([C:7]1[CH:6]=[C:5]2[C:10](=[CH:9][CH:8]=1)/[C:2](=[N:29]\[OH:30])/[CH2:3][CH2:4]2)=[O:12])([CH3:24])([CH3:26])[CH3:25].